From a dataset of Full USPTO retrosynthesis dataset with 1.9M reactions from patents (1976-2016). Predict the reactants needed to synthesize the given product. (1) Given the product [O:16]=[C:15]1[C:14]2([CH2:17][CH2:18][NH:19][CH2:20][CH2:21]2)[N:13]([C:29]2[CH:34]=[CH:33][CH:32]=[CH:31][CH:30]=2)[CH2:12][N:11]1[C@@H:4]([C:5]1[CH:6]=[CH:7][CH:8]=[CH:9][CH:10]=1)[C:3]([O:2][CH3:1])=[O:35], predict the reactants needed to synthesize it. The reactants are: [CH3:1][O:2][C:3](=[O:35])[C@@H:4]([N:11]1[C:15](=[O:16])[C:14]2([CH2:21][CH2:20][N:19](C(OC(C)(C)C)=O)[CH2:18][CH2:17]2)[N:13]([C:29]2[CH:34]=[CH:33][CH:32]=[CH:31][CH:30]=2)[CH2:12]1)[C:5]1[CH:10]=[CH:9][CH:8]=[CH:7][CH:6]=1.Cl. (2) The reactants are: Br[C:2]1[CH:3]=[C:4]([CH:16]=[C:17]([S:19]([CH3:22])(=[O:21])=[O:20])[CH:18]=1)[C:5]([NH:7][CH2:8][C:9]1[CH:10]=[N:11][C:12]([CH3:15])=[CH:13][CH:14]=1)=[O:6].[CH3:23][C:24]1[CH:25]=[CH:26][C:27]([Sn](CCCC)(CCCC)CCCC)=[N:28][CH:29]=1. Given the product [CH3:23][C:24]1[CH:25]=[CH:26][C:27]([C:2]2[CH:3]=[C:4]([CH:16]=[C:17]([S:19]([CH3:22])(=[O:21])=[O:20])[CH:18]=2)[C:5]([NH:7][CH2:8][C:9]2[CH:10]=[N:11][C:12]([CH3:15])=[CH:13][CH:14]=2)=[O:6])=[N:28][CH:29]=1, predict the reactants needed to synthesize it. (3) Given the product [Cl:2][C:3]1[CH:8]=[C:7]2[C:6](=[CH:5][CH:4]=1)[N:9]([CH2:11][CH2:12][CH2:13][C:14]1[CH:19]=[CH:18][CH:17]=[CH:16][CH:15]=1)[CH:23]=[C:24]2[CH2:25][CH2:26][NH:27][CH3:28], predict the reactants needed to synthesize it. The reactants are: Cl.[Cl:2][C:3]1[CH:8]=[CH:7][C:6]([N:9]([CH2:11][CH2:12][CH2:13][C:14]2[CH:19]=[CH:18][CH:17]=[CH:16][CH:15]=2)N)=[CH:5][CH:4]=1.C(O[CH:23](OCC)[CH2:24][CH2:25][CH2:26][NH:27][CH3:28])C. (4) Given the product [F:1][C:2]1[N:6]2[CH2:7][CH2:8][NH:9][CH2:10][C:5]2=[N:4][C:3]=1[C:11]([F:12])([F:14])[F:13], predict the reactants needed to synthesize it. The reactants are: [F:1][C:2]1[N:6]2[CH:7]=[CH:8][N:9]=[CH:10][C:5]2=[N:4][C:3]=1[C:11]([F:14])([F:13])[F:12].C([BH3-])#N.[Na+].C(O)(=O)C. (5) Given the product [OH:11][C:1]1[C:10]2[C:5](=[CH:6][CH:7]=[CH:8][CH:9]=2)[CH:4]=[CH:3][C:2]=1[C:18]1[CH2:19][CH2:20][N:15]([C:12](=[O:14])[CH3:13])[CH2:16][CH:17]=1, predict the reactants needed to synthesize it. The reactants are: [C:1]1([OH:11])[C:10]2[C:5](=[CH:6][CH:7]=[CH:8][CH:9]=2)[CH:4]=[CH:3][CH:2]=1.[C:12]([N:15]1[CH2:20][CH2:19][C:18](=O)[CH2:17][CH2:16]1)(=[O:14])[CH3:13].B(F)(F)F.CCOCC.Cl.